Predict the product of the given reaction. From a dataset of Forward reaction prediction with 1.9M reactions from USPTO patents (1976-2016). (1) Given the reactants [CH2:1](Br)[CH:2]([CH3:4])[CH3:3].C(=O)([O-])[O-].[K+].[K+].[Cl:12][C:13]1[N:21]=[C:20]2[C:16]([N:17]=[CH:18][NH:19]2)=[C:15]([N:22]2[CH2:27][CH2:26][O:25][CH2:24][CH2:23]2)[N:14]=1, predict the reaction product. The product is: [Cl:12][C:13]1[N:21]=[C:20]2[C:16]([N:17]=[CH:18][N:19]2[CH2:1][CH:2]([CH3:4])[CH3:3])=[C:15]([N:22]2[CH2:23][CH2:24][O:25][CH2:26][CH2:27]2)[N:14]=1. (2) Given the reactants O=[C:2]1[C:10]2[C:5](=[CH:6][C:7]([CH:11]=O)=[CH:8][CH:9]=2)[CH2:4][CH2:3]1.[C:13]([O-:16])(O)=O.[Na+].Cl.[OH:19][NH2:20], predict the reaction product. The product is: [OH:19]/[N:20]=[CH:11]/[C:7]1[CH:6]=[C:5]2[C:10](=[CH:9][CH:8]=1)[C:13](=[O:16])[CH2:2][CH2:3][CH2:4]2. (3) Given the reactants [CH3:1][S:2]([C:5]1[CH:12]=[CH:11][C:8]([CH:9]=O)=[CH:7][CH:6]=1)(=[O:4])=[O:3].S1C(C[CH:19]2[C:24](=[O:25])[O:23][C:22]([CH3:27])([CH3:26])[O:21][C:20]2=[O:28])=CC2C=CC=CC1=2.S1C(CC(C(O)=O)C(O)=O)=CC2C=CC=CC1=2, predict the reaction product. The product is: [CH3:1][S:2]([C:5]1[CH:12]=[CH:11][C:8]([CH2:9][CH:19]2[C:24](=[O:25])[O:23][C:22]([CH3:27])([CH3:26])[O:21][C:20]2=[O:28])=[CH:7][CH:6]=1)(=[O:4])=[O:3]. (4) Given the reactants C[Si]([N-][Si](C)(C)C)(C)C.[Na+].[Cl:11][C:12]1[N:17]=[CH:16][C:15]([NH2:18])=[C:14]([C:19]2[C:20](F)=[N:21][CH:22]=[C:23]([C:25]3[CH:30]=[CH:29][C:28]([CH2:31][N:32]4[CH2:37][CH2:36][CH2:35][CH2:34][CH2:33]4)=[CH:27][CH:26]=3)[CH:24]=2)[C:13]=1[CH:39]=[CH2:40], predict the reaction product. The product is: [Cl:11][C:12]1[N:17]=[CH:16][C:15]2[NH:18][C:20]3[N:21]=[CH:22][C:23]([C:25]4[CH:30]=[CH:29][C:28]([CH2:31][N:32]5[CH2:37][CH2:36][CH2:35][CH2:34][CH2:33]5)=[CH:27][CH:26]=4)=[CH:24][C:19]=3[C:14]=2[C:13]=1[CH:39]=[CH2:40]. (5) Given the reactants COC(=O)[CH2:4][NH:5][C:6](=[O:37])[C:7]1[CH:12]=[C:11]([Cl:13])[C:10]([O:14][C:15]2[CH:20]=[CH:19][N:18]=[CH:17][C:16]=2[C:21]([N:23]2[C:32]3[C:27](=[CH:28][CH:29]=[CH:30][CH:31]=3)[N:26]([CH:33]3[CH2:35][CH2:34]3)[CH2:25][CH2:24]2)=[O:22])=[CH:9][C:8]=1[Cl:36].F[P-](F)(F)(F)(F)F.N1(OC(N(C)C)=[N+](C)C)C2N=CC=CC=2N=N1.C(N(CC)C(C)C)(C)C.NC1[NH:77][N:76]=[N:75][N:74]=1, predict the reaction product. The product is: [Cl:36][C:8]1[CH:9]=[C:10]([O:14][C:15]2[CH:20]=[CH:19][N:18]=[CH:17][C:16]=2[C:21]([N:23]2[C:32]3[C:27](=[CH:28][CH:29]=[CH:30][CH:31]=3)[N:26]([CH:33]3[CH2:35][CH2:34]3)[CH2:25][CH2:24]2)=[O:22])[C:11]([Cl:13])=[CH:12][C:7]=1[C:6]([NH:5][C:4]1[NH:77][N:76]=[N:75][N:74]=1)=[O:37]. (6) The product is: [Br:1][C:2]1[N:6]2[N:7]=[C:8]([NH:22][CH2:21][CH2:20][CH2:19][N:16]3[CH2:15][CH2:14][N:13]([CH3:12])[CH2:18][CH2:17]3)[CH:9]=[CH:10][C:5]2=[N:4][CH:3]=1. Given the reactants [Br:1][C:2]1[N:6]2[N:7]=[C:8](Cl)[CH:9]=[CH:10][C:5]2=[N:4][CH:3]=1.[CH3:12][N:13]1[CH2:18][CH2:17][N:16]([CH2:19][CH2:20][CH2:21][NH2:22])[CH2:15][CH2:14]1.C(Cl)Cl.CO.[NH4+].[OH-], predict the reaction product. (7) Given the reactants Cl[C:2]1[C:3]2[CH:10]=[CH:9][N:8]([S:11]([C:14]3[CH:19]=[CH:18][C:17]([CH3:20])=[CH:16][CH:15]=3)(=[O:13])=[O:12])[C:4]=2[N:5]=[CH:6][N:7]=1.C1(C)C=CC(C([C@@](C(O)=O)(O)[C@@](C(C2C=CC(C)=CC=2)=O)(O)C(O)=O)=O)=CC=1.[CH2:49]([N:56]1[CH2:61][CH2:60][C@@H:59]([CH3:62])[C@@H:58]([NH:63][CH3:64])[CH2:57]1)[C:50]1[CH:55]=[CH:54][CH:53]=[CH:52][CH:51]=1.C(=O)([O-])[O-].[K+].[K+].O, predict the reaction product. The product is: [CH2:49]([N:56]1[CH2:61][CH2:60][C@@H:59]([CH3:62])[C@@H:58]([N:63]([CH3:64])[C:2]2[C:3]3[CH:10]=[CH:9][N:8]([S:11]([C:14]4[CH:19]=[CH:18][C:17]([CH3:20])=[CH:16][CH:15]=4)(=[O:13])=[O:12])[C:4]=3[N:5]=[CH:6][N:7]=2)[CH2:57]1)[C:50]1[CH:51]=[CH:52][CH:53]=[CH:54][CH:55]=1. (8) Given the reactants S(Cl)([Cl:3])=O.[CH3:5][C:6]1[CH:7]=[C:8]([CH2:13][CH2:14][CH2:15][C:16]([OH:18])=O)[CH:9]=[CH:10][C:11]=1[CH3:12], predict the reaction product. The product is: [CH3:5][C:6]1[CH:7]=[C:8]([CH2:13][CH2:14][CH2:15][C:16]([Cl:3])=[O:18])[CH:9]=[CH:10][C:11]=1[CH3:12]. (9) Given the reactants [NH:1]1[C:9]2[C:4](=[CH:5][CH:6]=[CH:7][CH:8]=2)[CH2:3][C:2]1=[O:10].[N:11]1[CH:16]=[CH:15][N:14]=[CH:13][C:12]=1/[CH:17]=[CH:18]/[C:19]1[C:27]2[C:22](=[CH:23][C:24]([CH:28]=O)=[CH:25][CH:26]=2)[N:21]([CH2:30][O:31][CH2:32][CH2:33][Si:34]([CH3:37])([CH3:36])[CH3:35])[N:20]=1, predict the reaction product. The product is: [N:11]1[CH:16]=[CH:15][N:14]=[CH:13][C:12]=1/[CH:17]=[CH:18]/[C:19]1[C:27]2[C:22](=[CH:23][C:24](/[CH:28]=[C:3]3/[C:2](=[O:10])[NH:1][C:9]4[C:4]/3=[CH:5][CH:6]=[CH:7][CH:8]=4)=[CH:25][CH:26]=2)[N:21]([CH2:30][O:31][CH2:32][CH2:33][Si:34]([CH3:37])([CH3:36])[CH3:35])[N:20]=1.